This data is from Reaction yield outcomes from USPTO patents with 853,638 reactions. The task is: Predict the reaction yield, written as a fraction of the theoretical maximum amount of product (1.0 means a 100% yield; for example, 0.34 means a 34% yield). (1) The reactants are [CH3:1][CH:2]([C@H:4]1[CH2:9][N:8]([C:10]2[CH:15]=[CH:14][C:13]([N+:16]([O-])=O)=[C:12]([O:19][CH3:20])[CH:11]=2)[CH2:7][CH2:6][N:5]1[CH2:21][CH2:22][S:23]([CH3:26])(=[O:25])=[O:24])[CH3:3]. The catalyst is CCO.[Pd]. The product is [CH3:3][CH:2]([C@@H:4]1[N:5]([CH2:21][CH2:22][S:23]([CH3:26])(=[O:24])=[O:25])[CH2:6][CH2:7][N:8]([C:10]2[CH:15]=[CH:14][C:13]([NH2:16])=[C:12]([O:19][CH3:20])[CH:11]=2)[CH2:9]1)[CH3:1]. The yield is 0.990. (2) The reactants are CS(O[CH2:6][C:7]1[CH2:9][C:8]=1[CH2:10][CH3:11])(=O)=O.[CH2:12]([O:14][P:15](=[S:20])([O:17][CH2:18][CH3:19])[SH:16])[CH3:13].[K].O. The catalyst is CN(C)C=O.C(OCC)C. The product is [CH2:12]([O:14][P:15]([O:17][CH2:18][CH3:19])([S:20][CH2:6][C:7]1[CH2:9][C:8]=1[CH2:10][CH3:11])=[S:16])[CH3:13]. The yield is 0.510. (3) The reactants are [CH2:1]([O:3][C:4]1[CH:9]=[CH:8][C:7]([CH2:10][C:11]([NH:13][C:14]2[CH:19]=[C:18]([N+:20]([O-:22])=[O:21])[CH:17]=[CH:16][C:15]=2[NH:23][CH2:24][CH2:25][CH:26]2[CH2:30][CH2:29][CH2:28][N:27]2[CH3:31])=O)=[CH:6][CH:5]=1)[CH3:2].P(Cl)(Cl)(Cl)(Cl)Cl. The catalyst is C(Cl)(Cl)Cl.O.[OH-].[NH4+]. The product is [CH2:1]([O:3][C:4]1[CH:9]=[CH:8][C:7]([CH2:10][C:11]2[N:23]([CH2:24][CH2:25][CH:26]3[CH2:30][CH2:29][CH2:28][N:27]3[CH3:31])[C:15]3[CH:16]=[CH:17][C:18]([N+:20]([O-:22])=[O:21])=[CH:19][C:14]=3[N:13]=2)=[CH:6][CH:5]=1)[CH3:2]. The yield is 0.383.